This data is from Full USPTO retrosynthesis dataset with 1.9M reactions from patents (1976-2016). The task is: Predict the reactants needed to synthesize the given product. (1) Given the product [Cl:24][C:25]1[CH:26]=[C:27]([C:2]2[C:3]([O:18][CH2:19][C:20]([F:23])([F:22])[F:21])=[N:4][CH:5]=[C:6]([CH:17]=2)[C:7]([NH:9][C@@H:10]2[CH2:15][CH2:14][CH2:13][CH2:12][C@H:11]2[OH:16])=[O:8])[CH:28]=[CH:29][C:30]=1[Cl:31], predict the reactants needed to synthesize it. The reactants are: Br[C:2]1[C:3]([O:18][CH2:19][C:20]([F:23])([F:22])[F:21])=[N:4][CH:5]=[C:6]([CH:17]=1)[C:7]([NH:9][C@@H:10]1[CH2:15][CH2:14][CH2:13][CH2:12][C@H:11]1[OH:16])=[O:8].[Cl:24][C:25]1[CH:26]=[C:27](B(O)O)[CH:28]=[CH:29][C:30]=1[Cl:31].C(=O)([O-])[O-].[Na+].[Na+]. (2) Given the product [N+:8]([C:5]1[CH:6]=[CH:7][C:2]([NH:13][CH2:12][CH2:11][NH2:14])=[CH:3][CH:4]=1)([O-:10])=[O:9], predict the reactants needed to synthesize it. The reactants are: Cl[C:2]1[CH:7]=[CH:6][C:5]([N+:8]([O-:10])=[O:9])=[CH:4][CH:3]=1.[CH2:11]([NH2:14])[CH2:12][NH2:13]. (3) Given the product [CH:9]1([C:10]2[N:12]=[C:4]([O:5][C:20]3[CH:19]=[CH:18][CH:17]=[C:16]([C:15]([F:24])([F:23])[F:14])[CH:21]=3)[CH:3]=[CH:2][N:11]=2)[CH2:8][CH2:7]1, predict the reactants needed to synthesize it. The reactants are: Cl[C:2](Cl)=[CH:3][CH:4]=[O:5].[CH2:7]1[CH:9]([C:10]([NH2:12])=[NH:11])[CH2:8]1.Cl.[F:14][C:15]([F:24])([F:23])[C:16]1[CH:17]=[C:18](O)[CH:19]=[CH:20][CH:21]=1.C(=O)([O-])[O-].[K+].[K+].COC(OC)C. (4) Given the product [F:1][C:2]1[CH:14]=[CH:13][C:12]([C:15]2[C:16]([CH2:35][S:36]([CH3:39])(=[O:37])=[O:38])=[CH:17][C:18]3[O:22][C:21]([C:23]4[CH:24]=[CH:25][C:26]([F:29])=[CH:27][CH:28]=4)=[C:20]([C:30](=[O:33])[NH:31][CH3:32])[C:19]=3[CH:34]=2)=[CH:11][C:3]=1[C:4]([OH:6])=[O:5], predict the reactants needed to synthesize it. The reactants are: [F:1][C:2]1[CH:14]=[CH:13][C:12]([C:15]2[C:16]([CH2:35][S:36]([CH3:39])(=[O:38])=[O:37])=[CH:17][C:18]3[O:22][C:21]([C:23]4[CH:28]=[CH:27][C:26]([F:29])=[CH:25][CH:24]=4)=[C:20]([C:30](=[O:33])[NH:31][CH3:32])[C:19]=3[CH:34]=2)=[CH:11][C:3]=1[C:4]([O:6]C(C)(C)C)=[O:5].C(O)(C(F)(F)F)=O.